Dataset: Full USPTO retrosynthesis dataset with 1.9M reactions from patents (1976-2016). Task: Predict the reactants needed to synthesize the given product. (1) Given the product [ClH:1].[C:2]([C:4]1[CH:5]=[C:6]([C:14]2[O:18][N:17]=[C:16]([C:19]3[C:29]4[O:28][CH2:27][CH2:26][NH:25][CH:24]([CH2:37][CH2:38][CH2:39][C:40]([OH:42])=[O:41])[C:23]=4[CH:22]=[CH:21][CH:20]=3)[N:15]=2)[CH:7]=[CH:8][C:9]=1[O:10][CH:11]([CH3:13])[CH3:12])#[N:3], predict the reactants needed to synthesize it. The reactants are: [ClH:1].[C:2]([C:4]1[CH:5]=[C:6]([C:14]2[O:18][N:17]=[C:16]([C:19]3[C:29]4[O:28][CH2:27][CH2:26][N:25](C(OC(C)(C)C)=O)[CH:24]([CH2:37][CH2:38][CH2:39][C:40]([OH:42])=[O:41])[C:23]=4[CH:22]=[CH:21][CH:20]=3)[N:15]=2)[CH:7]=[CH:8][C:9]=1[O:10][CH:11]([CH3:13])[CH3:12])#[N:3]. (2) Given the product [Cl:1][C:2]1[N:3]=[CH:4][N:5]=[C:6]([NH2:15])[C:7]=1[C:8]1[N:9]=[N:10][N:11]([CH3:13])[N:12]=1, predict the reactants needed to synthesize it. The reactants are: [Cl:1][C:2]1[C:7]([C:8]2[N:9]=[N:10][N:11]([CH3:13])[N:12]=2)=[C:6](Cl)[N:5]=[CH:4][N:3]=1.[NH3:15]. (3) Given the product [CH3:33][C:32]1[CH:31]=[C:30]([CH3:34])[NH:29][C:28](=[O:35])[C:27]=1[CH2:26][NH:25][C:24]([C:4]1[C:5]([CH3:23])=[C:6]([N:8]([CH3:22])[CH:9]2[CH2:10][CH2:11][N:12]([C:15]([O:17][C:18]([CH3:21])([CH3:19])[CH3:20])=[O:16])[CH2:13][CH2:14]2)[CH:7]=[C:2]([C:41]2[CH:40]=[N:39][N:38]([CH3:37])[CH:42]=2)[CH:3]=1)=[O:36], predict the reactants needed to synthesize it. The reactants are: Br[C:2]1[CH:3]=[C:4]([C:24](=[O:36])[NH:25][CH2:26][C:27]2[C:28](=[O:35])[NH:29][C:30]([CH3:34])=[CH:31][C:32]=2[CH3:33])[C:5]([CH3:23])=[C:6]([N:8]([CH3:22])[CH:9]2[CH2:14][CH2:13][N:12]([C:15]([O:17][C:18]([CH3:21])([CH3:20])[CH3:19])=[O:16])[CH2:11][CH2:10]2)[CH:7]=1.[CH3:37][N:38]1[CH:42]=[C:41](B2OC(C)(C)C(C)(C)O2)[CH:40]=[N:39]1.C([O-])([O-])=O.[Na+].[Na+]. (4) Given the product [ClH:39].[CH3:3][C:4]1([CH3:38])[C:12]2[C:7](=[CH:8][CH:9]=[C:10]([C:13]3[CH:14]=[CH:15][C:16]([C:19]([F:21])([F:20])[F:22])=[CH:17][CH:18]=3)[CH:11]=2)[N:6]([CH2:23][CH2:24][O:25][C:26]2[CH:27]=[C:28]([CH2:32][C:33]([OH:35])=[O:34])[CH:29]=[CH:30][CH:31]=2)[CH2:5]1, predict the reactants needed to synthesize it. The reactants are: [OH-].[Na+].[CH3:3][C:4]1([CH3:38])[C:12]2[C:7](=[CH:8][CH:9]=[C:10]([C:13]3[CH:18]=[CH:17][C:16]([C:19]([F:22])([F:21])[F:20])=[CH:15][CH:14]=3)[CH:11]=2)[N:6]([CH2:23][CH2:24][O:25][C:26]2[CH:27]=[C:28]([CH2:32][C:33]([O:35]CC)=[O:34])[CH:29]=[CH:30][CH:31]=2)[CH2:5]1.[ClH:39]. (5) Given the product [Br:26][CH2:14][C:13]([C:10]1[CH:9]=[CH:8][C:7]([O:6][CH2:5][C:4]2[CH:16]=[CH:17][C:18]([Cl:19])=[C:2]([Cl:1])[CH:3]=2)=[CH:12][CH:11]=1)=[O:15], predict the reactants needed to synthesize it. The reactants are: [Cl:1][C:2]1[CH:3]=[C:4]([CH:16]=[CH:17][C:18]=1[Cl:19])[CH2:5][O:6][C:7]1[CH:12]=[CH:11][C:10]([C:13](=[O:15])[CH3:14])=[CH:9][CH:8]=1.C1CNC(=O)C1.[Br:26][Br-]Br. (6) Given the product [Br:12][C:13]1[CH:18]=[CH:17][C:16]([NH:19][C:20]2[NH:11][C:6]3[CH:5]=[C:4]([N+:1]([O-:3])=[O:2])[CH:9]=[CH:8][C:7]=3[N:10]=2)=[CH:15][CH:14]=1, predict the reactants needed to synthesize it. The reactants are: [N+:1]([C:4]1[CH:5]=[C:6]([NH2:11])[C:7]([NH2:10])=[CH:8][CH:9]=1)([O-:3])=[O:2].[Br:12][C:13]1[CH:18]=[CH:17][C:16]([N:19]=[C:20]=S)=[CH:15][CH:14]=1.IC. (7) Given the product [CH3:1][O:2][C:3](=[O:36])[C:4]1[CH:9]=[CH:8][C:7]([Cl:10])=[CH:6][C:5]=1[N:11]([S:19]([C:22]1[CH:23]=[CH:24][C:25]([OH:28])=[CH:26][CH:27]=1)(=[O:21])=[O:20])[C:12]([O:14][C:15]([CH3:18])([CH3:16])[CH3:17])=[O:13], predict the reactants needed to synthesize it. The reactants are: [CH3:1][O:2][C:3](=[O:36])[C:4]1[CH:9]=[CH:8][C:7]([Cl:10])=[CH:6][C:5]=1[N:11]([S:19]([C:22]1[CH:27]=[CH:26][C:25]([O:28]CC2C=CC=CC=2)=[CH:24][CH:23]=1)(=[O:21])=[O:20])[C:12]([O:14][C:15]([CH3:18])([CH3:17])[CH3:16])=[O:13].[H][H]. (8) Given the product [C:21]([O:20][C:18]([N:10]1[C@H:11]([C:12]2[CH:17]=[CH:16][CH:15]=[CH:14][CH:13]=2)[C@H:7]([C:1]2[CH:6]=[CH:5][CH:4]=[CH:3][CH:2]=2)[N:8]=[C:9]1[NH:34][CH2:27][C:28]1[CH:33]=[CH:32][CH:31]=[CH:30][CH:29]=1)=[O:19])([CH3:24])([CH3:23])[CH3:22], predict the reactants needed to synthesize it. The reactants are: [C:1]1([C@H:7]2[C@@H:11]([C:12]3[CH:17]=[CH:16][CH:15]=[CH:14][CH:13]=3)[N:10]([C:18]([O:20][C:21]([CH3:24])([CH3:23])[CH3:22])=[O:19])[C:9](SC)=[N:8]2)[CH:6]=[CH:5][CH:4]=[CH:3][CH:2]=1.[CH2:27]([NH2:34])[C:28]1[CH:33]=[CH:32][CH:31]=[CH:30][CH:29]=1.